This data is from Retrosynthesis with 50K atom-mapped reactions and 10 reaction types from USPTO. The task is: Predict the reactants needed to synthesize the given product. (1) Given the product COc1nc(-c2cnn(C)c2)ncc1N, predict the reactants needed to synthesize it. The reactants are: COc1nc(Cl)ncc1N.Cn1cc(B2OC(C)(C)C(C)(C)O2)cn1. (2) Given the product CCCCn1c(-c2ccccc2)nc(C(OC)OC)c1C=O, predict the reactants needed to synthesize it. The reactants are: CCCCn1cc(C(OC)OC)nc1-c1ccccc1.CN(C)C=O. (3) Given the product CC(C)(C)OC(=O)CSc1nc(-c2ccc(Cl)cc2)cs1, predict the reactants needed to synthesize it. The reactants are: CC(C)(C)OC(=O)CBr.Sc1nc(-c2ccc(Cl)cc2)cs1. (4) Given the product CCOC(=O)[C@@H](CCCC1CCN(C(=O)OCc2ccccc2)CC1)N[C@H]1COc2ccccc2N(CC(=O)OCc2ccccc2)C1=O, predict the reactants needed to synthesize it. The reactants are: CCOC(=O)C(=O)CCCC1CCN(C(=O)OCc2ccccc2)CC1.N[C@H]1COc2ccccc2N(CC(=O)OCc2ccccc2)C1=O.